This data is from Reaction yield outcomes from USPTO patents with 853,638 reactions. The task is: Predict the reaction yield, written as a fraction of the theoretical maximum amount of product (1.0 means a 100% yield; for example, 0.34 means a 34% yield). The catalyst is C(OCC)(=O)C.CCCCCC. The product is [CH3:30][O:29][C:24]1[CH:25]=[CH:26][CH:27]=[CH:28][C:23]=1[CH:2]1[C:6]2[CH:7]=[C:8]([NH:13][C:14](=[O:20])[CH2:15][C:16]([CH3:18])([CH3:17])[CH3:19])[C:9]([CH3:12])=[C:10]([CH3:11])[C:5]=2[O:4][C:3]1([CH3:22])[CH3:21]. The reactants are O[C:2]1([C:23]2[CH:28]=[CH:27][CH:26]=[CH:25][C:24]=2[O:29][CH3:30])[C:6]2[CH:7]=[C:8]([NH:13][C:14](=[O:20])[CH2:15][C:16]([CH3:19])([CH3:18])[CH3:17])[C:9]([CH3:12])=[C:10]([CH3:11])[C:5]=2[O:4][C:3]1([CH3:22])[CH3:21]. The yield is 0.820.